Dataset: Catalyst prediction with 721,799 reactions and 888 catalyst types from USPTO. Task: Predict which catalyst facilitates the given reaction. Product: [C:1]([N:5]1[C:9]2=[N:10][C:11]([S:29]([C:26]3[CH:27]=[CH:28][C:23]([F:22])=[CH:24][CH:25]=3)(=[O:31])=[O:30])=[N:12][C:13]([NH:14][C:15]3[CH:19]=[C:18]([CH3:20])[NH:17][N:16]=3)=[C:8]2[CH:7]=[N:6]1)([CH3:4])([CH3:3])[CH3:2]. The catalyst class is: 16. Reactant: [C:1]([N:5]1[C:9]2=[N:10][C:11](Cl)=[N:12][C:13]([NH:14][C:15]3[CH:19]=[C:18]([CH3:20])[NH:17][N:16]=3)=[C:8]2[CH:7]=[N:6]1)([CH3:4])([CH3:3])[CH3:2].[F:22][C:23]1[CH:28]=[CH:27][C:26]([S:29]([O-:31])=[O:30])=[CH:25][CH:24]=1.[Na+].